Task: Predict the product of the given reaction.. Dataset: Forward reaction prediction with 1.9M reactions from USPTO patents (1976-2016) (1) Given the reactants [O:1]1[C:5]2[C:6]([NH2:10])=[CH:7][CH:8]=[CH:9][C:4]=2[N:3]=[CH:2]1.[Cl:11][C:12]1[N:17]=[C:16](Cl)[CH:15]=[CH:14][N:13]=1.C1CCN2C(=NCCC2)CC1.C1(P(C2C=CC=CC=2)C2C3OC4C(=CC=CC=4P(C4C=CC=CC=4)C4C=CC=CC=4)C(C)(C)C=3C=CC=2)C=CC=CC=1, predict the reaction product. The product is: [Cl:11][C:12]1[N:17]=[C:16]([NH:10][C:6]2[C:5]3[O:1][CH:2]=[N:3][C:4]=3[CH:9]=[CH:8][CH:7]=2)[CH:15]=[CH:14][N:13]=1. (2) Given the reactants [Cl:1][C:2]1[CH:7]=[CH:6][C:5]([S:8]([N:11]([C@H:24]([CH2:28][CH2:29][C:30]([F:33])([F:32])[F:31])[C:25]([NH2:27])=[O:26])[CH2:12][C:13]2[CH:18]=[CH:17][C:16]([C:19](=[N:21][OH:22])[NH2:20])=[CH:15][C:14]=2[F:23])(=[O:10])=[O:9])=[CH:4][CH:3]=1.[C:34](#N)C.C(OCC)(OCC)OCC.FC(F)(F)C(O)=O, predict the reaction product. The product is: [Cl:1][C:2]1[CH:7]=[CH:6][C:5]([S:8]([N:11]([CH2:12][C:13]2[CH:18]=[CH:17][C:16]([C:19]3[N:20]=[CH:34][O:22][N:21]=3)=[CH:15][C:14]=2[F:23])[C@H:24]([CH2:28][CH2:29][C:30]([F:32])([F:33])[F:31])[C:25]([NH2:27])=[O:26])(=[O:10])=[O:9])=[CH:4][CH:3]=1. (3) Given the reactants [F:1][CH2:2][C@@:3]1([C:50]([OH:52])=[O:51])[CH2:8][CH2:7][C:6]([C:9]2[C:10]([CH3:49])([CH3:48])[C@H:11]3[C@:24]([CH3:27])([CH2:25][CH:26]=2)[C@@H:23]2[C@:14]([CH3:47])([C@@:15]4([CH3:46])[C@H:20]([CH2:21][CH2:22]2)[C@H:19]2[C@H:28]([C:31]([CH3:33])=[CH2:32])[CH2:29][CH2:30][C@:18]2([NH:34][CH2:35][C:36](N2CCC(O)(C)CC2)=[O:37])[CH2:17][CH2:16]4)[CH2:13][CH2:12]3)=[CH:5][CH2:4]1.[CH3:53][S:54]([CH:57]1[CH2:61][CH2:60][NH:59][CH2:58]1)(=[O:56])=[O:55].C(O)(C(F)(F)F)=O, predict the reaction product. The product is: [F:1][CH2:2][C@@:3]1([C:50]([OH:52])=[O:51])[CH2:8][CH2:7][C:6]([C:9]2[C:10]([CH3:49])([CH3:48])[C@H:11]3[C@:24]([CH3:27])([CH2:25][CH:26]=2)[C@@H:23]2[C@:14]([CH3:47])([C@@:15]4([CH3:46])[C@H:20]([CH2:21][CH2:22]2)[C@H:19]2[C@H:28]([C:31]([CH3:33])=[CH2:32])[CH2:29][CH2:30][C@:18]2([NH:34][CH2:35][C:36]([N:59]2[CH2:60][CH2:61][CH:57]([S:54]([CH3:53])(=[O:56])=[O:55])[CH2:58]2)=[O:37])[CH2:17][CH2:16]4)[CH2:13][CH2:12]3)=[CH:5][CH2:4]1. (4) The product is: [CH2:1]([C:3]1[N:13]([CH2:14][C:15]2[CH:18]=[CH:25][C:24]3/[C:14](=[CH:1]/[C:3]#[N:4])/[C:15]4[CH:18]=[CH:6][CH:5]=[CH:10][C:16]=4[CH2:12][CH2:8][C:9]=3[CH:16]=2)[C:6]2=[N:7][C:8]([CH3:12])=[CH:9][C:10]([CH3:11])=[C:5]2[N:4]=1)[CH3:2]. Given the reactants [CH2:1]([C:3]1[NH:13][C:6]2=[N:7][C:8]([CH3:12])=[CH:9][C:10]([CH3:11])=[C:5]2[N:4]=1)[CH3:2].[CH3:14][C:15]([CH3:18])([O-])[CH3:16].[K+].C(O[CH2:24][CH3:25])(=O)C, predict the reaction product. (5) Given the reactants C(O)(C(F)(F)F)=O.[F:8][C:9]1[CH:14]=[CH:13][C:12]([F:15])=[CH:11][C:10]=1[C@H:16]1[CH2:20][CH2:19][CH2:18][N:17]1[C:21]1[CH:26]=[CH:25][N:24]2[N:27]=[CH:28][C:29]([C:30]([N:32]3[CH:37]4[CH2:38][CH2:39][CH:33]3[CH2:34][N:35](C(OC(C)(C)C)=O)[CH2:36]4)=[O:31])=[C:23]2[CH:22]=1, predict the reaction product. The product is: [CH:33]12[N:32]([C:30]([C:29]3[CH:28]=[N:27][N:24]4[CH:25]=[CH:26][C:21]([N:17]5[CH2:18][CH2:19][CH2:20][C@@H:16]5[C:10]5[CH:11]=[C:12]([F:15])[CH:13]=[CH:14][C:9]=5[F:8])=[CH:22][C:23]=34)=[O:31])[CH:37]([CH2:38][CH2:39]1)[CH2:36][NH:35][CH2:34]2. (6) Given the reactants [NH2:1][C:2](=[O:36])[CH2:3][C:4]1[CH:35]=[CH:34][CH:33]=[CH:32][C:5]=1[CH2:6][CH2:7][C:8]1[C:13]([Cl:14])=[CH:12][N:11]=[C:10]([NH:15][C:16]2[CH:21]=[CH:20][C:19]([CH:22]([NH:24]C(=O)OC(C)(C)C)[CH3:23])=[CH:18][CH:17]=2)[N:9]=1.C(O)(C(F)(F)F)=O, predict the reaction product. The product is: [NH3:1].[NH2:24][CH:22]([C:19]1[CH:18]=[CH:17][C:16]([NH:15][C:10]2[N:9]=[C:8]([CH2:7][CH2:6][C:5]3[CH:32]=[CH:33][CH:34]=[CH:35][C:4]=3[CH2:3][C:2]([NH2:1])=[O:36])[C:13]([Cl:14])=[CH:12][N:11]=2)=[CH:21][CH:20]=1)[CH3:23]. (7) Given the reactants Cl.[CH3:2][O:3][C:4]1[CH:5]=[C:6]([C:10]2([CH2:16][NH:17][C:18]([NH:20][C:21]3[C:26]([CH:27]([CH3:29])[CH3:28])=[CH:25][CH:24]=[CH:23][C:22]=3[CH:30]([CH3:32])[CH3:31])=[O:19])[CH2:15][CH2:14][NH:13][CH2:12][CH2:11]2)[CH:7]=[CH:8][CH:9]=1.C(N([CH2:38][CH3:39])CC)C.[OH2:40], predict the reaction product. The product is: [C:38]([N:13]1[CH2:12][CH2:11][C:10]([CH2:16][NH:17][C:18]([NH:20][C:21]2[C:22]([CH:30]([CH3:32])[CH3:31])=[CH:23][CH:24]=[CH:25][C:26]=2[CH:27]([CH3:28])[CH3:29])=[O:19])([C:6]2[CH:7]=[CH:8][CH:9]=[C:4]([O:3][CH3:2])[CH:5]=2)[CH2:15][CH2:14]1)(=[O:40])[CH3:39]. (8) The product is: [F:29][C:28]([F:30])([F:31])[C:26]1[CH:27]=[C:22]([C:21]2[C:15]3[O:14][CH:13]([CH2:12][NH:41][CH3:40])[CH2:17][C:16]=3[CH:18]=[C:19]([C:36]([F:39])([F:37])[F:38])[CH:20]=2)[CH:23]=[C:24]([C:32]([F:34])([F:33])[F:35])[CH:25]=1. Given the reactants CC1C=CC(S(O[CH2:12][CH:13]2[CH2:17][C:16]3[CH:18]=[C:19]([C:36]([F:39])([F:38])[F:37])[CH:20]=[C:21]([C:22]4[CH:27]=[C:26]([C:28]([F:31])([F:30])[F:29])[CH:25]=[C:24]([C:32]([F:35])([F:34])[F:33])[CH:23]=4)[C:15]=3[O:14]2)(=O)=O)=CC=1.[CH3:40][NH2:41], predict the reaction product.